Dataset: Reaction yield outcomes from USPTO patents with 853,638 reactions. Task: Predict the reaction yield, written as a fraction of the theoretical maximum amount of product (1.0 means a 100% yield; for example, 0.34 means a 34% yield). (1) The reactants are [OH:1][C@@:2]1([C:9]#[C:10][C:11]2[CH:12]=[C:13]([C:17]3[N:26]=[C:25]([C:27]([O:29]CC)=O)[C:24]4[C:19](=[CH:20][CH:21]=[C:22]([O:32][CH3:33])[CH:23]=4)[N:18]=3)[CH:14]=[CH:15][CH:16]=2)[CH2:6][CH2:5][N:4]([CH3:7])[C:3]1=[O:8].[NH3:34]. No catalyst specified. The product is [OH:1][C@@:2]1([C:9]#[C:10][C:11]2[CH:12]=[C:13]([C:17]3[N:26]=[C:25]([C:27]([NH2:34])=[O:29])[C:24]4[C:19](=[CH:20][CH:21]=[C:22]([O:32][CH3:33])[CH:23]=4)[N:18]=3)[CH:14]=[CH:15][CH:16]=2)[CH2:6][CH2:5][N:4]([CH3:7])[C:3]1=[O:8]. The yield is 0.550. (2) The reactants are [Br:1][C:2]1[N:3]=[C:4]2[CH:10]=[C:9]([C:11]3[C:19]4[C:14](=[CH:15][CH:16]=[C:17]([O:20][CH3:21])[CH:18]=4)[N:13]([CH3:22])[CH:12]=3)[NH:8][C:5]2=[N:6][CH:7]=1.[H-].[Na+].[CH3:25][Si:26]([CH2:29][CH2:30][O:31][CH2:32]Cl)([CH3:28])[CH3:27]. The catalyst is CN(C=O)C. The product is [Br:1][C:2]1[N:3]=[C:4]2[CH:10]=[C:9]([C:11]3[C:19]4[C:14](=[CH:15][CH:16]=[C:17]([O:20][CH3:21])[CH:18]=4)[N:13]([CH3:22])[CH:12]=3)[N:8]([CH2:32][O:31][CH2:30][CH2:29][Si:26]([CH3:28])([CH3:27])[CH3:25])[C:5]2=[N:6][CH:7]=1. The yield is 0.890. (3) The catalyst is N1C=CC=CC=1.Cl.[Cl-].[Na+].O. The product is [CH:20]1([CH2:25][CH2:26][C:27]2[O:17][N:16]=[C:14]([C:11]3[CH:10]=[CH:9][C:8]([C@@H:6]([NH2:5])[CH3:7])=[CH:13][CH:12]=3)[N:15]=2)[CH2:24][CH2:23][CH2:22][CH2:21]1. The yield is 0.360. The reactants are FC(F)(F)C([NH:5][C@H:6]([C:8]1[CH:13]=[CH:12][C:11]([C:14](=[N:16][OH:17])[NH2:15])=[CH:10][CH:9]=1)[CH3:7])=O.[CH:20]1([CH2:25][CH2:26][C:27](Cl)=O)[CH2:24][CH2:23][CH2:22][CH2:21]1.O.O.[OH-].[Li+].